Task: Predict the product of the given reaction.. Dataset: Forward reaction prediction with 1.9M reactions from USPTO patents (1976-2016) Given the reactants N1C=CC=CC=1.[C:7]1([S:13][CH:14]=[CH:15][C:16](Cl)=[O:17])[CH:12]=[CH:11][CH:10]=[CH:9][CH:8]=1.Cl.[CH2:20]([O:27][NH2:28])[C:21]1[CH:26]=[CH:25][CH:24]=[CH:23][CH:22]=1, predict the reaction product. The product is: [CH2:20]([O:27][NH:28][C:16](=[O:17])[CH:15]=[CH:14][S:13][C:7]1[CH:12]=[CH:11][CH:10]=[CH:9][CH:8]=1)[C:21]1[CH:26]=[CH:25][CH:24]=[CH:23][CH:22]=1.